Task: Predict the reactants needed to synthesize the given product.. Dataset: Full USPTO retrosynthesis dataset with 1.9M reactions from patents (1976-2016) (1) The reactants are: C[O:2][C:3]([C@H:5]1[CH2:13][C:12]2[C:7](=[CH:8][CH:9]=[CH:10][CH:11]=2)[N:6]1[S:14]([C:17]1[CH:22]=[CH:21][C:20]([O:23][CH2:24][CH2:25][CH2:26][O:27][C:28]2[CH:33]=[CH:32][C:31]([O:34][C:35]3[CH:40]=[CH:39][CH:38]=[CH:37][CH:36]=3)=[CH:30][C:29]=2[CH2:41][CH2:42][CH3:43])=[CH:19][CH:18]=1)(=[O:16])=[O:15])=[O:4].[OH-].[Na+].O1CCCC1. Given the product [O:34]([C:31]1[CH:32]=[CH:33][C:28]([O:27][CH2:26][CH2:25][CH2:24][O:23][C:20]2[CH:21]=[CH:22][C:17]([S:14]([N:6]3[C:7]4[C:12](=[CH:11][CH:10]=[CH:9][CH:8]=4)[CH2:13][C@@H:5]3[C:3]([OH:4])=[O:2])(=[O:16])=[O:15])=[CH:18][CH:19]=2)=[C:29]([CH2:41][CH2:42][CH3:43])[CH:30]=1)[C:35]1[CH:40]=[CH:39][CH:38]=[CH:37][CH:36]=1, predict the reactants needed to synthesize it. (2) Given the product [C:34]([NH:33][C@@H:29]1[CH2:30][CH2:31][CH2:32][N:27]([C:9]2[C:8]([F:12])=[CH:7][C:3]([C:4]([NH2:6])=[O:5])=[C:2]([NH:24][C:23]3[CH:25]=[CH:26][C:20]([N:17]4[CH2:16][CH2:15][N:14]([CH3:13])[CH2:19][CH2:18]4)=[CH:21][CH:22]=3)[N:10]=2)[CH2:28]1)(=[O:40])[CH:41]=[CH2:42], predict the reactants needed to synthesize it. The reactants are: Cl[C:2]1[N:10]=[C:9](Cl)[C:8]([F:12])=[CH:7][C:3]=1[C:4]([NH2:6])=[O:5].[CH3:13][N:14]1[CH2:19][CH2:18][N:17]([C:20]2[CH:26]=[CH:25][C:23]([NH2:24])=[CH:22][CH:21]=2)[CH2:16][CH2:15]1.[NH:27]1[CH2:32][CH2:31][CH2:30][C@@H:29]([NH:33][C:34](=[O:40])OC(C)(C)C)[CH2:28]1.[C:41](O)(=O)[CH:42]=C.